Dataset: Reaction yield outcomes from USPTO patents with 853,638 reactions. Task: Predict the reaction yield, written as a fraction of the theoretical maximum amount of product (1.0 means a 100% yield; for example, 0.34 means a 34% yield). The reactants are C([O-])(=O)C.[NH4+:5].[CH3:6][CH:7]1[CH2:11][CH2:10][C:9](=O)[C@@H:8]1[C:13]([O:15][CH2:16][CH3:17])=[O:14]. The catalyst is CO. The product is [NH2:5][C:9]1[CH2:10][CH2:11][C@@H:7]([CH3:6])[C:8]=1[C:13]([O:15][CH2:16][CH3:17])=[O:14]. The yield is 0.970.